Predict the reactants needed to synthesize the given product. From a dataset of Full USPTO retrosynthesis dataset with 1.9M reactions from patents (1976-2016). (1) Given the product [CH2:6]([C:8]1[CH:14]=[CH:13][CH:12]=[C:11]([CH3:15])[C:9]=1[OH:17])[CH3:7], predict the reactants needed to synthesize it. The reactants are: OS(O)(=O)=O.[CH2:6]([C:8]1[CH:14]=[CH:13][CH:12]=[C:11]([CH3:15])[C:9]=1N)[CH3:7].N([O-])=[O:17].[Na+]. (2) The reactants are: [Cl:1][C:2]1[C:3]([C:21]2[CH:26]=[C:25]([Cl:27])[CH:24]=[CH:23][C:22]=2[C:28]#[N:29])=[CH:4][C:5](=[O:20])[N:6]([CH:8]([CH2:16][CH2:17][O:18][CH3:19])[C:9]([O:11]C(C)(C)C)=[O:10])[CH:7]=1.C(O)(C(F)(F)F)=O. Given the product [Cl:1][C:2]1[C:3]([C:21]2[CH:26]=[C:25]([Cl:27])[CH:24]=[CH:23][C:22]=2[C:28]#[N:29])=[CH:4][C:5](=[O:20])[N:6]([CH:8]([CH2:16][CH2:17][O:18][CH3:19])[C:9]([OH:11])=[O:10])[CH:7]=1, predict the reactants needed to synthesize it. (3) Given the product [O:1]1[CH2:6][CH2:5][N:4]([C:7]2[N:8]=[CH:9][C:10]([C:13]([OH:15])=[O:14])=[CH:11][N:12]=2)[CH2:3][CH2:2]1, predict the reactants needed to synthesize it. The reactants are: [O:1]1[CH2:6][CH2:5][N:4]([C:7]2[N:12]=[CH:11][C:10]([C:13]([O:15]CC)=[O:14])=[CH:9][N:8]=2)[CH2:3][CH2:2]1. (4) The reactants are: Br[C:2]1[N:7]=[C:6]([C:8]2[N:13]=[CH:12][CH:11]=[CH:10][N:9]=2)[CH:5]=[CH:4][CH:3]=1.C1(C)C=CC=CC=1P(C1C=CC=CC=1C)C1C=CC=CC=1C.C(=O)([O-])[O-].[Cs+].[Cs+].[S:42]1[CH:46]=[CH:45][N:44]=[C:43]1[C:47]1[S:51][CH:50]=[N:49][CH:48]=1.C(=O)(O)[O-].[Na+]. Given the product [N:9]1[CH:10]=[CH:11][CH:12]=[N:13][C:8]=1[C:6]1[N:7]=[C:2]([C:46]2[S:42][C:43]([C:47]3[S:51][CH:50]=[N:49][CH:48]=3)=[N:44][CH:45]=2)[CH:3]=[CH:4][CH:5]=1, predict the reactants needed to synthesize it. (5) Given the product [NH2:28][CH:25]([C:18]1([C:21]([F:23])([F:24])[F:22])[CH2:17][CH2:16][CH:15]([O:14][C:3]2[CH:4]=[C:5]3[C:10](=[CH:11][C:2]=2[Cl:1])[C:9](=[O:12])[NH:8][CH:7]=[CH:6]3)[CH2:20][CH2:19]1)[CH2:26][CH3:27], predict the reactants needed to synthesize it. The reactants are: [Cl:1][C:2]1[CH:11]=[C:10]2[C:5]([CH:6]=[CH:7][N:8]=[C:9]2[O:12]C)=[CH:4][C:3]=1[O:14][CH:15]1[CH2:20][CH2:19][C:18]([CH:25]([NH2:28])[CH2:26][CH3:27])([C:21]([F:24])([F:23])[F:22])[CH2:17][CH2:16]1.CC(O)C.Cl.